This data is from Forward reaction prediction with 1.9M reactions from USPTO patents (1976-2016). The task is: Predict the product of the given reaction. (1) Given the reactants C1N=CN([C:6](N2C=NC=C2)=[O:7])C=1.[C:13]([C:17]1[CH:21]=[C:20]([NH2:22])[N:19]([C:23]2[CH:28]=[CH:27][C:26]([CH3:29])=[CH:25][CH:24]=2)[N:18]=1)([CH3:16])([CH3:15])[CH3:14].[NH2:30][C:31]1[C:40]2[C:35](=[CH:36][CH:37]=[CH:38][CH:39]=2)[C:34]([O:41][CH2:42][CH2:43][C:44]2[CH:49]=[CH:48][N:47]=[C:46]([NH:50][C:51](=[O:57])[O:52][C:53]([CH3:56])([CH3:55])[CH3:54])[CH:45]=2)=[CH:33][CH:32]=1, predict the reaction product. The product is: [C:53]([O:52][C:51](=[O:57])[NH:50][C:46]1[CH:45]=[C:44]([CH2:43][CH2:42][O:41][C:34]2[C:35]3[C:40](=[CH:39][CH:38]=[CH:37][CH:36]=3)[C:31]([NH:30][C:6]([NH:22][C:20]3[N:19]([C:23]4[CH:24]=[CH:25][C:26]([CH3:29])=[CH:27][CH:28]=4)[N:18]=[C:17]([C:13]([CH3:16])([CH3:15])[CH3:14])[CH:21]=3)=[O:7])=[CH:32][CH:33]=2)[CH:49]=[CH:48][N:47]=1)([CH3:54])([CH3:56])[CH3:55]. (2) Given the reactants [H-].[Na+].[F:3][C:4]1[C:5]([CH2:16][N:17]([CH3:25])[C:18](=[O:24])[O:19][C:20]([CH3:23])([CH3:22])[CH3:21])=[CH:6][NH:7][C:8]=1[C:9]1[C:10]([F:15])=[N:11][CH:12]=[CH:13][CH:14]=1.C1OCCOCCOCCOCCOC1.[F:41][C:42]1[CH:43]=[CH:44][C:45]([S:48](F)(=[O:50])=[O:49])=[N:46][CH:47]=1, predict the reaction product. The product is: [F:3][C:4]1[C:5]([CH2:16][N:17]([CH3:25])[C:18](=[O:24])[O:19][C:20]([CH3:21])([CH3:22])[CH3:23])=[CH:6][N:7]([S:48]([C:45]2[CH:44]=[CH:43][C:42]([F:41])=[CH:47][N:46]=2)(=[O:50])=[O:49])[C:8]=1[C:9]1[C:10]([F:15])=[N:11][CH:12]=[CH:13][CH:14]=1. (3) Given the reactants [F:1][C:2]1[C:11]2[C:6](=[CH:7][CH:8]=[CH:9][CH:10]=2)[C:5]([C:12](O)=O)=[CH:4][CH:3]=1.F[C:16]1[CH:17]=[C:18]2[C:24](=[CH:24][CH:25]=1)[CH:25]=[C:16](C1(CN)CCCCC1)[CH:17]=[CH:18]2.C[C:35]#[N:36].O, predict the reaction product. The product is: [F:1][C:2]1[C:11]2[C:6](=[CH:7][CH:8]=[CH:9][CH:10]=2)[C:5]([C:12]2([CH2:35][NH2:36])[CH2:18][CH2:17][CH2:16][CH2:25][CH2:24]2)=[CH:4][CH:3]=1. (4) The product is: [CH3:21][N:18]1[CH2:19][CH2:20][C:8]2[N:7]([CH2:6][CH:5]([C:22]3[CH:27]=[CH:26][N:25]=[CH:24][CH:23]=3)[CH2:4][CH2:3][OH:2])[C:15]3[CH:14]=[CH:13][C:12]([CH3:16])=[CH:11][C:10]=3[C:9]=2[CH2:17]1. Given the reactants C[O:2][C:3](=O)[CH2:4][CH:5]([C:22]1[CH:27]=[CH:26][N:25]=[CH:24][CH:23]=1)[CH2:6][N:7]1[C:15]2[CH:14]=[CH:13][C:12]([CH3:16])=[CH:11][C:10]=2[C:9]2[CH2:17][N:18]([CH3:21])[CH2:19][CH2:20][C:8]1=2.[H-].[H-].[H-].[H-].[Li+].[Al+3], predict the reaction product. (5) Given the reactants [C:1]([O:4][C@H:5]1[C@@H:9]([CH2:10][I:11])[O:8][C@@H:7]([N:12]2[CH:20]=[C:18]([CH3:19])[C:16](=[O:17])[NH:15][C:13]2=[O:14])[CH2:6]1)(=[O:3])[CH3:2].C[C:22](OC(C)=O)=[O:23].N1C=CC=C[CH:29]=1, predict the reaction product. The product is: [CH3:19][C:18]1[C:16](=[O:17])[NH:15][C:13](=[O:14])[N:12]([C@@H:7]2[O:8][C@:9]([C:10]#[CH:29])([CH2:22][OH:23])[CH:5]=[CH:6]2)[CH:20]=1.[C:1]([O:4][C@H:5]1[C@@H:9]([CH2:10][I:11])[O:8][C@@H:7]([N:12]2[CH:20]=[C:18]([CH3:19])[C:16](=[O:17])[NH:15][C:13]2=[O:14])[CH2:6]1)(=[O:3])[CH3:2]. (6) Given the reactants [CH3:1][C:2]([C:8]1[C:13](=[O:14])[C:12]([CH3:15])=[C:11]([CH3:16])[C:10](=[O:17])[C:9]=1[CH3:18])([CH3:7])[CH2:3][C:4]([OH:6])=[O:5].[N+:19]([O-:33])([O:21][CH2:22][C@@H:23]([O:29][N+:30]([O-:32])=[O:31])[CH2:24][CH2:25][CH2:26][CH2:27]O)=[O:20].CCN=C=NCCCN(C)C, predict the reaction product. The product is: [CH3:7][C:2]([C:8]1[C:13](=[O:14])[C:12]([CH3:15])=[C:11]([CH3:16])[C:10](=[O:17])[C:9]=1[CH3:18])([CH3:1])[CH2:3][C:4]([O:6][CH2:27][CH2:26][CH2:25][CH2:24][C@H:23]([O:29][N+:30]([O-:32])=[O:31])[CH2:22][O:21][N+:19]([O-:33])=[O:20])=[O:5]. (7) Given the reactants [NH2:1][C:2]1[S:3][C:4]2[CH2:15][C:14]([O:19][CH3:20])([CH2:16][O:17][CH3:18])[CH2:13][CH2:12][C:5]=2[C:6]=1[C:7](OCC)=[O:8].[CH:21]([NH2:23])=O.C([O-])=O.[NH4+], predict the reaction product. The product is: [CH3:20][O:19][C:14]1([CH2:16][O:17][CH3:18])[CH2:13][CH2:12][C:5]2[C:6]3[C:7]([OH:8])=[N:23][CH:21]=[N:1][C:2]=3[S:3][C:4]=2[CH2:15]1. (8) Given the reactants C[O:2][C:3]([C:5]1([NH:10][C:11]([CH:13]2[CH2:17][CH:16]([O:18][C:19]3[C:28]4[C:23](=[C:24]([Cl:38])[C:25]([O:29][CH2:30][CH2:31][N:32]5[CH2:37][CH2:36][O:35][CH2:34][CH2:33]5)=[CH:26][CH:27]=4)[N:22]=[C:21]([C:39]4[N:40]=[C:41]([NH:44][CH:45]([CH3:47])[CH3:46])[S:42][CH:43]=4)[CH:20]=3)[CH2:15][N:14]2[C:48](=[O:64])[CH:49]([NH:54][C:55]([O:57][CH:58]2[CH2:63][CH:62]3[CH:60]([CH2:61]3)[CH2:59]2)=[O:56])[C:50]([CH3:53])([CH3:52])[CH3:51])=[O:12])[CH2:7][CH:6]1[CH2:8][CH3:9])=[O:4].[Li+].[OH-].CO.Cl, predict the reaction product. The product is: [CH:60]12[CH2:61][CH:62]1[CH2:63][CH:58]([O:57][C:55]([NH:54][CH:49]([C:50]([CH3:53])([CH3:52])[CH3:51])[C:48]([N:14]1[CH2:15][CH:16]([O:18][C:19]3[C:28]4[C:23](=[C:24]([Cl:38])[C:25]([O:29][CH2:30][CH2:31][N:32]5[CH2:37][CH2:36][O:35][CH2:34][CH2:33]5)=[CH:26][CH:27]=4)[N:22]=[C:21]([C:39]4[N:40]=[C:41]([NH:44][CH:45]([CH3:46])[CH3:47])[S:42][CH:43]=4)[CH:20]=3)[CH2:17][CH:13]1[C:11]([NH:10][C:5]1([C:3]([OH:4])=[O:2])[CH2:7][CH:6]1[CH2:8][CH3:9])=[O:12])=[O:64])=[O:56])[CH2:59]2.